This data is from Full USPTO retrosynthesis dataset with 1.9M reactions from patents (1976-2016). The task is: Predict the reactants needed to synthesize the given product. (1) Given the product [C:13]([O:17][C:18](=[O:21])/[CH:19]=[CH:20]/[C:2]1[CH:11]=[CH:10][C:5]([C:6]([O:8][CH3:9])=[O:7])=[CH:4][C:3]=1[F:12])([CH3:16])([CH3:15])[CH3:14], predict the reactants needed to synthesize it. The reactants are: Br[C:2]1[CH:11]=[CH:10][C:5]([C:6]([O:8][CH3:9])=[O:7])=[CH:4][C:3]=1[F:12].[C:13]([O:17][C:18](=[O:21])[CH:19]=[CH2:20])([CH3:16])([CH3:15])[CH3:14].C(N(CCCC)CCCC)CCC.[Cl-].[NH4+]. (2) Given the product [CH2:19]([O:12][CH:4]1[CH:5]2[O:10][CH2:9][CH:8]([OH:11])[CH:6]2[O:7][CH2:3]1)[C:16]1[CH:17]=[CH:18][CH:13]=[CH:14][CH:15]=1, predict the reactants needed to synthesize it. The reactants are: [H-].[Na+].[CH2:3]1[O:7][C@@H:6]2[C@@H:8]([OH:11])[CH2:9][O:10][C@@H:5]2[C@@H:4]1[OH:12].[CH:13]1[CH:18]=[CH:17][C:16]([CH2:19]Br)=[CH:15][CH:14]=1. (3) Given the product [O:29]1[CH2:30][CH2:31][O:32][C:27]2[CH:26]=[C:25]([NH:23][C:24]3[N:8]4[C:3]([O:2][CH3:1])=[CH:4][CH:5]=[CH:6][C:7]4=[N:9][C:17]=3[C:16]3[C:19]([CH3:21])=[CH:20][C:13]([O:12][CH2:11][F:10])=[CH:14][C:15]=3[CH3:22])[CH:34]=[CH:33][C:28]1=2, predict the reactants needed to synthesize it. The reactants are: [CH3:1][O:2][C:3]1[N:8]=[C:7]([NH2:9])[CH:6]=[CH:5][CH:4]=1.[F:10][CH2:11][O:12][C:13]1[CH:20]=[C:19]([CH3:21])[C:16]([CH:17]=O)=[C:15]([CH3:22])[CH:14]=1.[N+:23]([C:25]1[CH:34]=[CH:33][C:28]2[O:29][CH2:30][CH2:31][O:32][C:27]=2[CH:26]=1)#[C-:24]. (4) Given the product [CH2:1]([N:4]1[CH2:13][CH2:12][C:11]2[C:6](=[CH:7][CH:8]=[C:9]([I:16])[CH:10]=2)[C:5]1=[O:15])[CH:2]=[CH2:3], predict the reactants needed to synthesize it. The reactants are: [CH2:1]([N:4]1[CH2:13][CH2:12][C:11]2[C:6](=[CH:7][CH:8]=[C:9](Br)[CH:10]=2)[C:5]1=[O:15])[CH:2]=[CH2:3].[I:16]C1C=C2C(=CC=1)C(=O)NCC2. (5) Given the product [CH3:39][C:19]1[CH:24]=[CH:23][C:22]([S:25]([O:9][CH2:8][C:6]2[N:7]=[C:3]([C:2]([F:1])([F:10])[F:11])[S:4][CH:5]=2)(=[O:27])=[O:26])=[CH:21][CH:20]=1, predict the reactants needed to synthesize it. The reactants are: [F:1][C:2]([F:11])([F:10])[C:3]1[S:4][CH:5]=[C:6]([CH2:8][OH:9])[N:7]=1.C(N(CC)CC)C.[C:19]1([CH3:39])[CH:24]=[CH:23][C:22]([S:25](O[S:25]([C:22]2[CH:23]=[CH:24][C:19]([CH3:39])=[CH:20][CH:21]=2)(=[O:27])=[O:26])(=[O:27])=[O:26])=[CH:21][CH:20]=1. (6) The reactants are: [SH:1][C:2]1[CH:7]=[CH:6][C:5]([N+:8]([O-:10])=[O:9])=[CH:4][N:3]=1.Cl.Cl[CH2:13][C:14]1[N:18]([CH2:19][CH2:20][CH3:21])[CH:17]=[N:16][N:15]=1.C(=O)([O-])[O-].[K+].[K+]. Given the product [N+:8]([C:5]1[CH:6]=[CH:7][C:2]([S:1][CH2:13][C:14]2[N:18]([CH2:19][CH2:20][CH3:21])[CH:17]=[N:16][N:15]=2)=[N:3][CH:4]=1)([O-:10])=[O:9], predict the reactants needed to synthesize it. (7) The reactants are: [Cl:1][C:2]1[N:7]=[C:6]([NH:8][C:9]2[CH:13]=[C:12]([CH:14]3[CH2:16][CH2:15]3)[NH:11][N:10]=2)[C:5]([C:17](OCC)=[O:18])=[CH:4][N:3]=1.[H-].[H-].[H-].[H-].[Li+].[Al+3]. Given the product [Cl:1][C:2]1[N:7]=[C:6]([NH:8][C:9]2[CH:13]=[C:12]([CH:14]3[CH2:15][CH2:16]3)[NH:11][N:10]=2)[C:5]([CH2:17][OH:18])=[CH:4][N:3]=1, predict the reactants needed to synthesize it. (8) Given the product [N+:1]([C:4]1[CH:9]=[CH:8][CH:7]=[C:6]([N+:10]([O-:12])=[O:11])[C:5]=1[NH:13][CH3:14])([O-:3])=[O:2], predict the reactants needed to synthesize it. The reactants are: [N+:1]([C:4]1[CH:9]=[CH:8][CH:7]=[C:6]([N+:10]([O-:12])=[O:11])[C:5]=1[NH:13][CH2:14]C)([O-:3])=[O:2].CN. (9) Given the product [C:32]([C:8]1[C:7]([C:5]2[CH:4]=[N:3][N:2]([CH3:1])[CH:6]=2)=[CH:31][C:11]2[O:12][CH2:13][CH2:14][N:15]([C:16]3[C:20]4[CH2:21][N:22]([C:43]([NH:42][CH3:41])=[O:44])[CH2:23][CH2:24][C:19]=4[N:18]([CH:25]4[CH2:26][CH2:27][O:28][CH2:29][CH2:30]4)[N:17]=3)[C:10]=2[CH:9]=1)#[N:33], predict the reactants needed to synthesize it. The reactants are: [CH3:1][N:2]1[CH:6]=[C:5]([C:7]2[C:8]([C:32]#[N:33])=[CH:9][C:10]3[N:15]([C:16]4[C:20]5[CH2:21][NH:22][CH2:23][CH2:24][C:19]=5[N:18]([CH:25]5[CH2:30][CH2:29][O:28][CH2:27][CH2:26]5)[N:17]=4)[CH2:14][CH2:13][O:12][C:11]=3[CH:31]=2)[CH:4]=[N:3]1.C(N(CC)CC)C.[CH3:41][NH:42][C:43](N1C=CN=C1)=[O:44].